This data is from Retrosynthesis with 50K atom-mapped reactions and 10 reaction types from USPTO. The task is: Predict the reactants needed to synthesize the given product. (1) Given the product C#CCNC(=O)OCc1ccccc1, predict the reactants needed to synthesize it. The reactants are: C#CCN.O=C(Cl)OCc1ccccc1. (2) Given the product Cc1c(O)cccc1C#N, predict the reactants needed to synthesize it. The reactants are: Cc1c(O)cccc1Cl.N#C[Cu]. (3) Given the product Cc1ccc(C(=O)NC2CC2)cc1-c1ccn2c(NC(C)C)nnc2c1, predict the reactants needed to synthesize it. The reactants are: CC(C)Nc1nnc2cc(Br)ccn12.Cc1ccc(C(=O)NC2CC2)cc1B1OC(C)(C)C(C)(C)O1. (4) Given the product Cn1c(C#N)ccc1-c1ccc2c(c1)C(C)(C)OC(=O)N2, predict the reactants needed to synthesize it. The reactants are: CC1(C)OC(=O)Nc2ccc(-c3ccc(C#N)[nH]3)cc21.CI.